This data is from Forward reaction prediction with 1.9M reactions from USPTO patents (1976-2016). The task is: Predict the product of the given reaction. (1) Given the reactants [F:1][C:2]1[C:9]([OH:10])=[CH:8][C:7]([O:11][CH3:12])=[CH:6][C:3]=1[CH:4]=[O:5].Cl[CH2:14][CH2:15][OH:16].[I-].[Na+].C(=O)([O-])[O-].[K+].[K+], predict the reaction product. The product is: [F:1][C:2]1[C:9]([O:10][CH2:14][CH2:15][OH:16])=[CH:8][C:7]([O:11][CH3:12])=[CH:6][C:3]=1[CH:4]=[O:5]. (2) Given the reactants I[CH2:2][C@@H:3]([CH3:16])[CH2:4][N:5]1[C:10]2[CH:11]=[CH:12][CH:13]=[CH:14][C:9]=2[S:8][CH2:7][C:6]1=[O:15].[CH2:17]([CH:21]1[CH2:27][CH:26]2[NH:28][CH:23]([CH2:24][CH2:25]2)[CH2:22]1)[CH2:18][CH2:19][CH3:20], predict the reaction product. The product is: [CH2:17]([CH:21]1[CH2:22][CH:23]2[N:28]([CH2:2][C@@H:3]([CH3:16])[CH2:4][N:5]3[C:10]4[CH:11]=[CH:12][CH:13]=[CH:14][C:9]=4[S:8][CH2:7][C:6]3=[O:15])[CH:26]([CH2:25][CH2:24]2)[CH2:27]1)[CH2:18][CH2:19][CH3:20]. (3) Given the reactants [C:1]([NH2:5])([CH3:4])([CH3:3])[CH3:2].C(=O)([O-])[O-].[K+].[K+].O.[C:13]1([S:19](Cl)(=[O:21])=[O:20])[CH:18]=[CH:17][CH:16]=[CH:15][CH:14]=1, predict the reaction product. The product is: [C:1]([NH:5][S:19]([C:13]1[CH:18]=[CH:17][CH:16]=[CH:15][CH:14]=1)(=[O:21])=[O:20])([CH3:4])([CH3:3])[CH3:2]. (4) Given the reactants [CH2:1]([O:8][C:9](=[O:31])[NH:10][C@H:11]([C:20](=[O:30])[N:21]([CH2:23][CH:24]1[O:28][N:27]=[C:26]([Br:29])[CH2:25]1)[CH3:22])[CH2:12][C:13]1[CH:18]=[CH:17][C:16](O)=[CH:15][CH:14]=1)[C:2]1[CH:7]=[CH:6][CH:5]=[CH:4][CH:3]=1.N(C(OCC1C=CC=CC=1)=O)[C@H](C(O)=O)CC1C=CC(O)=CC=1, predict the reaction product. The product is: [CH2:1]([O:8][C:9](=[O:31])[NH:10][C@H:11]([C:20](=[O:30])[N:21]([CH2:23][CH:24]1[O:28][N:27]=[C:26]([Br:29])[CH2:25]1)[CH3:22])[CH2:12][C:13]1[CH:18]=[CH:17][CH:16]=[CH:15][CH:14]=1)[C:2]1[CH:3]=[CH:4][CH:5]=[CH:6][CH:7]=1. (5) Given the reactants [C:1]([CH:4]([C:12](=O)[CH3:13])[CH:5]([C:9](=O)[CH3:10])[C:6](=O)[CH3:7])(=O)[CH3:2].[CH2:15]([O:17][C:18]1[CH:23]=[CH:22][C:21]([NH2:24])=[C:20]([S:25][CH3:26])[CH:19]=1)[CH3:16].[NH2:27][NH2:28], predict the reaction product. The product is: [CH2:15]([O:17][C:18]1[CH:23]=[CH:22][C:21]([N:24]2[C:1]([CH3:2])=[C:4]3[C:5]([C:9]([CH3:10])=[N:27][N:28]=[C:12]3[CH3:13])=[C:6]2[CH3:7])=[C:20]([S:25][CH3:26])[CH:19]=1)[CH3:16]. (6) The product is: [NH2:1][C:2]1[C:7]([NH2:8])=[C:6]([NH:11][C:12]23[C:18]([CH3:19])([CH3:20])[C:15]([CH3:21])([CH2:16][CH2:17]2)[C:14](=[O:22])[CH2:13]3)[C:5]([Cl:23])=[CH:4][N:3]=1. Given the reactants [NH2:1][C:2]1[C:7]([N+:8]([O-])=O)=[C:6]([NH:11][C:12]23[C:18]([CH3:20])([CH3:19])[C:15]([CH3:21])([CH2:16][CH2:17]2)[C:14](=[O:22])[CH2:13]3)[C:5]([Cl:23])=[CH:4][N:3]=1, predict the reaction product. (7) Given the reactants [NH:1]([C:8]1[C:16]2[C:15]([CH3:17])=[CH:14][C:13](=[O:18])[N:12]([C:19]3[CH:24]=[CH:23][CH:22]=[CH:21][CH:20]=3)[C:11]=2[S:10]C=1C(OCC)=O)[C:2]1[CH:7]=[CH:6][CH:5]=[CH:4][CH:3]=1.C(O[CH:33]([OH:35])[CH3:34])C.[NH3:36], predict the reaction product. The product is: [NH:1]([C:8]1[C:16]2[C:15]([CH3:17])=[CH:14][C:13](=[O:18])[N:12]([C:19]3[CH:24]=[CH:23][CH:22]=[CH:21][CH:20]=3)[C:11]=2[S:10][C:34]=1[C:33]([NH2:36])=[O:35])[C:2]1[CH:7]=[CH:6][CH:5]=[CH:4][CH:3]=1.